The task is: Predict the product of the given reaction.. This data is from Forward reaction prediction with 1.9M reactions from USPTO patents (1976-2016). (1) Given the reactants Cl.[CH3:2][C@@H:3]1[C@@H:42]([OH:43])[C@@H:41]([CH3:44])[C@H:40]([CH3:45])[O:39][C:37](=[O:38])[CH2:36][C@H:35]([OH:46])[CH2:34][C@H:33]([OH:47])[CH2:32][CH2:31][C@@H:30]([OH:48])[C@H:29]([OH:49])[CH2:28][C@H:27]([OH:50])[CH2:26][C@@:24]2([OH:51])[O:25][C@H:20]([C@H:21]([C:53]([OH:55])=[O:54])[C@@H:22]([OH:52])[CH2:23]2)[CH2:19][C@@H:18]([O:56][C@@H:57]2[O:62][C@H:61]([CH3:63])[C@@H:60]([OH:64])[C@H:59]([NH2:65])[C@@H:58]2[OH:66])[CH:17]=[CH:16][CH:15]=[CH:14][CH:13]=[CH:12][CH:11]=[CH:10][CH:9]=[CH:8][CH:7]=[CH:6][CH:5]=[CH:4]1.[CH3:67][CH2:68][CH2:69][CH2:70][CH2:71][CH2:72][CH2:73][CH2:74][CH2:75][CH2:76][CH2:77][CH2:78][CH2:79][CH2:80][CH2:81][CH2:82][CH2:83][C:84]([O:86][CH2:87][CH:88]([O:100][C:101]([CH2:103][CH2:104][CH2:105][CH2:106][CH2:107][CH2:108][CH2:109][CH2:110][CH2:111][CH2:112][CH2:113][CH2:114][CH2:115][CH2:116][CH2:117][CH2:118][CH3:119])=[O:102])[CH2:89][O:90][P:91]([O:94][CH2:95][CH:96]([OH:99])[CH2:97][OH:98])([OH:93])=[O:92])=[O:85], predict the reaction product. The product is: [CH3:2][C@@H:3]1[C@@H:42]([OH:43])[C@@H:41]([CH3:44])[C@H:40]([CH3:45])[O:39][C:37](=[O:38])[CH2:36][C@H:35]([OH:46])[CH2:34][C@H:33]([OH:47])[CH2:32][CH2:31][C@@H:30]([OH:48])[C@H:29]([OH:49])[CH2:28][C@H:27]([OH:50])[CH2:26][C@@:24]2([OH:51])[O:25][C@H:20]([C@H:21]([C:53]([OH:55])=[O:54])[C@@H:22]([OH:52])[CH2:23]2)[CH2:19][C@@H:18]([O:56][C@@H:57]2[O:62][C@H:61]([CH3:63])[C@@H:60]([OH:64])[C@H:59]([NH2:65])[C@@H:58]2[OH:66])[CH:17]=[CH:16][CH:15]=[CH:14][CH:13]=[CH:12][CH:11]=[CH:10][CH:9]=[CH:8][CH:7]=[CH:6][CH:5]=[CH:4]1.[CH3:67][CH2:68][CH2:69][CH2:70][CH2:71][CH2:72][CH2:73][CH2:74][CH2:75][CH2:76][CH2:77][CH2:78][CH2:79][CH2:80][CH2:81][CH2:82][CH2:83][C:84]([O:86][CH2:87][CH:88]([O:100][C:101]([CH2:103][CH2:104][CH2:105][CH2:106][CH2:107][CH2:108][CH2:109][CH2:110][CH2:111][CH2:112][CH2:113][CH2:114][CH2:115][CH2:116][CH2:117][CH2:118][CH3:119])=[O:102])[CH2:89][O:90][P:91]([O:94][CH2:95][CH:96]([OH:99])[CH2:97][OH:98])([OH:93])=[O:92])=[O:85]. (2) Given the reactants Br[C:2]1[CH:7]=[CH:6][C:5]([C:8]2[N:9]=[C:10]3[CH:15]=[C:14]([S:16]([CH3:19])(=[O:18])=[O:17])[CH:13]=[CH:12][N:11]3[CH:20]=2)=[CH:4][CH:3]=1.[F:21][C:22]1[CH:23]=[C:24](B(O)O)[CH:25]=[CH:26][CH:27]=1.C(=O)([O-])[O-].[Na+].[Na+], predict the reaction product. The product is: [F:21][C:22]1[CH:27]=[C:26]([C:2]2[CH:7]=[CH:6][C:5]([C:8]3[N:9]=[C:10]4[CH:15]=[C:14]([S:16]([CH3:19])(=[O:18])=[O:17])[CH:13]=[CH:12][N:11]4[CH:20]=3)=[CH:4][CH:3]=2)[CH:25]=[CH:24][CH:23]=1. (3) Given the reactants C[C:2]1[C:3]([C:24]([OH:26])=[O:25])=[C:4]([C:18]2C=NC=NC=2)[CH:5]=[C:6]([C:8]2[CH:13]=[CH:12][CH:11]=[C:10]([C:14]([F:17])([F:16])[F:15])[CH:9]=2)[CH:7]=1.[N:27]1[CH:32]=[CH:31][CH:30]=[C:29](B(O)O)[CH:28]=1.P([O-])([O-])([O-])=O.[K+].[K+].[K+].[CH3:44]N(C=O)C, predict the reaction product. The product is: [CH3:44][O:26][C:24]([C:3]1[C:4]([CH3:18])=[CH:5][C:6]([C:8]2[CH:13]=[CH:12][CH:11]=[C:10]([C:14]([F:16])([F:17])[F:15])[CH:9]=2)=[CH:7][C:2]=1[C:29]1[CH:28]=[N:27][CH:32]=[CH:31][CH:30]=1)=[O:25]. (4) Given the reactants Br.[OH:2][C:3]1[CH:4]=[C:5]([N+:13]([O-:15])=[O:14])[CH:6]=[C:7]2[C:12]=1[N:11]=[CH:10][CH:9]=[CH:8]2.C([O-])([O-])=O.[K+].[K+], predict the reaction product. The product is: [CH2:8]([O:2][C:3]1[CH:4]=[C:5]([N+:13]([O-:15])=[O:14])[CH:6]=[C:7]2[C:12]=1[N:11]=[CH:10][CH:9]=[CH:8]2)[C:7]1[CH:12]=[CH:3][CH:4]=[CH:5][CH:6]=1.